This data is from Reaction yield outcomes from USPTO patents with 853,638 reactions. The task is: Predict the reaction yield, written as a fraction of the theoretical maximum amount of product (1.0 means a 100% yield; for example, 0.34 means a 34% yield). The reactants are Cl[C:2]1[CH:12]=[CH:11][C:5]([C:6]([O:8]CC)=[O:7])=[CH:4][N:3]=1.[CH3:13][N:14]1[CH:18]=[CH:17][N:16]=[C:15]1[CH2:19][OH:20]. No catalyst specified. The product is [CH3:13][N:14]1[CH:18]=[CH:17][N:16]=[C:15]1[CH2:19][O:20][C:2]1[CH:12]=[CH:11][C:5]([C:6]([OH:8])=[O:7])=[CH:4][N:3]=1. The yield is 0.460.